This data is from Peptide-MHC class I binding affinity with 185,985 pairs from IEDB/IMGT. The task is: Regression. Given a peptide amino acid sequence and an MHC pseudo amino acid sequence, predict their binding affinity value. This is MHC class I binding data. (1) The peptide sequence is AVLDMCAALK. The MHC is HLA-A31:01 with pseudo-sequence HLA-A31:01. The binding affinity (normalized) is 0.595. (2) The peptide sequence is KPRSPVVEL. The MHC is HLA-B40:01 with pseudo-sequence HLA-B40:01. The binding affinity (normalized) is 0.0847. (3) The peptide sequence is ILMARYMSK. The MHC is HLA-A26:01 with pseudo-sequence HLA-A26:01. The binding affinity (normalized) is 0.0847. (4) The peptide sequence is FTGEYLLRL. The MHC is HLA-A02:12 with pseudo-sequence HLA-A02:12. The binding affinity (normalized) is 0.358. (5) The peptide sequence is LQTRVTAI. The MHC is Mamu-B03 with pseudo-sequence Mamu-B03. The binding affinity (normalized) is 0.00730. (6) The peptide sequence is GSIIQFPNTY. The MHC is HLA-A30:02 with pseudo-sequence HLA-A30:02. The binding affinity (normalized) is 0.418. (7) The peptide sequence is LRMAKQNSRG. The MHC is Mamu-B08 with pseudo-sequence Mamu-B08. The binding affinity (normalized) is 0.159.